From a dataset of Full USPTO retrosynthesis dataset with 1.9M reactions from patents (1976-2016). Predict the reactants needed to synthesize the given product. (1) Given the product [CH3:39][N:38]([CH3:40])[CH2:37][CH2:36][N:25]1[CH:26]=[C:22]([C:18]2[CH:17]=[CH:16][C:21]([NH:13][C:12]3[C:6]4[CH2:5][N:4]([C:1](=[O:3])[CH3:2])[CH2:9][CH2:8][C:7]=4[N:10]([CH3:30])[N:11]=3)=[CH:20][CH:19]=2)[CH:23]=[N:24]1, predict the reactants needed to synthesize it. The reactants are: [C:1]([N:4]1[CH2:9][CH2:8][C:7]2[N:10]([CH:30]3CCOC3)[N:11]=[C:12]([N:13]3[C:21]4[C:16](=[CH:17][C:18]([C:22]5[C:23](C#N)=[N:24][N:25](C)[CH:26]=5)=[CH:19][CH:20]=4)CC3)[C:6]=2[CH2:5]1)(=[O:3])[CH3:2].Br[CH2:36][CH2:37][N:38]([CH3:40])[CH3:39].C([O-])([O-])=O.[Cs+].[Cs+]. (2) Given the product [C:2]([C@@:4]1([CH:27]2[CH2:29][CH2:28]2)[CH2:8][C@@H:7]([CH3:9])[N:6]([C:10]2[CH:15]=[CH:14][N:13]=[C:12]([NH:16][C:17]3[CH:21]=[C:20]([C:22]([NH:33][CH3:30])=[O:24])[N:19]([CH3:25])[N:18]=3)[CH:11]=2)[C:5]1=[O:26])#[N:3], predict the reactants needed to synthesize it. The reactants are: Cl.[C:2]([C@@:4]1([CH:27]2[CH2:29][CH2:28]2)[CH2:8][C@@H:7]([CH3:9])[N:6]([C:10]2[CH:15]=[CH:14][N:13]=[C:12]([NH:16][C:17]3[CH:21]=[C:20]([C:22]([OH:24])=O)[N:19]([CH3:25])[N:18]=3)[CH:11]=2)[C:5]1=[O:26])#[N:3].[CH:30]([N:33](CC)C(C)C)(C)C.F[P-](F)(F)(F)(F)F.N1(OC(N(C)C)=[N+](C)C)C2N=CC=CC=2N=N1.Cl.CN.C(=O)([O-])O.[Na+]. (3) Given the product [F:1][C:2]1[CH:22]=[CH:21][CH:20]=[C:19]([F:23])[C:3]=1[CH2:4][O:5][C:6]1[C:7]2[N:8]([C:13]([C:17](=[NH:18])[NH:24][OH:25])=[C:14]([CH3:16])[N:15]=2)[CH:9]=[C:10]([CH3:12])[CH:11]=1, predict the reactants needed to synthesize it. The reactants are: [F:1][C:2]1[CH:22]=[CH:21][CH:20]=[C:19]([F:23])[C:3]=1[CH2:4][O:5][C:6]1[C:7]2[N:8]([C:13]([C:17]#[N:18])=[C:14]([CH3:16])[N:15]=2)[CH:9]=[C:10]([CH3:12])[CH:11]=1.[NH2:24][OH:25]. (4) Given the product [CH2:1]([N:3]([CH2:29][C:30]1[CH:35]=[CH:34][C:33]([O:36][CH2:40][CH2:41][N:43]2[CH2:47][CH2:46][CH2:45][CH2:44]2)=[C:32]([F:37])[CH:31]=1)[C:4]1[CH:9]=[C:8]([O:10][CH3:11])[CH:7]=[CH:6][C:5]=1[C@H:12]1[CH2:21][CH2:20][C:19]2[CH:18]=[C:17]([OH:22])[CH:16]=[CH:15][C:14]=2[CH2:13]1)[CH3:2], predict the reactants needed to synthesize it. The reactants are: [CH2:1]([N:3]([C:29](=O)[C:30]1[CH:35]=[CH:34][C:33]([OH:36])=[C:32]([F:37])[CH:31]=1)[C:4]1[CH:9]=[C:8]([O:10][CH3:11])[CH:7]=[CH:6][C:5]=1[C@H:12]1[CH2:21][CH2:20][C:19]2[CH:18]=[C:17]([O:22]C(=O)C(C)(C)C)[CH:16]=[CH:15][C:14]=2[CH2:13]1)[CH3:2].Cl[CH2:40][C:41]([N:43]1[CH2:47][CH2:46][CH2:45][CH2:44]1)=O.